The task is: Predict which catalyst facilitates the given reaction.. This data is from Catalyst prediction with 721,799 reactions and 888 catalyst types from USPTO. (1) Reactant: [CH2:1]([Li])CCC.[NH2:6][C:7]1[N:12]=[CH:11][N:10]=[C:9]2[N:13]([CH:34]3[CH2:39][CH2:38][C:37](=O)[CH2:36][CH2:35]3)[N:14]=[C:15]([C:16]3[CH:21]=[CH:20][C:19]([NH:22][C:23]4[O:24][C:25]5[C:31]([CH3:32])=[CH:30][C:29]([CH3:33])=[CH:28][C:26]=5[N:27]=4)=[CH:18][CH:17]=3)[C:8]=12. Product: [CH3:33][C:29]1[CH:30]=[C:31]([CH3:32])[C:25]2[O:24][C:23]([NH:22][C:19]3[CH:18]=[CH:17][C:16]([C:15]4[C:8]5[C:9](=[N:10][CH:11]=[N:12][C:7]=5[NH2:6])[N:13]([CH:34]5[CH2:35][CH2:36][C:37](=[CH2:1])[CH2:38][CH2:39]5)[N:14]=4)=[CH:21][CH:20]=3)=[N:27][C:26]=2[CH:28]=1. The catalyst class is: 597. (2) Reactant: [F:1][C:2]([F:49])([F:48])[C:3]1[CH:4]=[C:5]([CH:41]=[C:42]([C:44]([F:47])([F:46])[F:45])[CH:43]=1)[CH2:6][N:7]([CH2:19][C:20]1[CH:25]=[C:24]([C:26]([F:29])([F:28])[F:27])[CH:23]=[CH:22][C:21]=1[N:30]([CH2:39][CH3:40])[CH2:31][CH2:32][CH2:33][CH2:34][CH2:35][C:36]([OH:38])=[O:37])[C:8]1[N:13]=[CH:12][C:11]([O:14][CH2:15][CH2:16][O:17][CH3:18])=[CH:10][N:9]=1.[OH-].[Na+:51]. Product: [Na+:51].[F:49][C:2]([F:1])([F:48])[C:3]1[CH:4]=[C:5]([CH:41]=[C:42]([C:44]([F:45])([F:46])[F:47])[CH:43]=1)[CH2:6][N:7]([CH2:19][C:20]1[CH:25]=[C:24]([C:26]([F:29])([F:28])[F:27])[CH:23]=[CH:22][C:21]=1[N:30]([CH2:39][CH3:40])[CH2:31][CH2:32][CH2:33][CH2:34][CH2:35][C:36]([O-:38])=[O:37])[C:8]1[N:9]=[CH:10][C:11]([O:14][CH2:15][CH2:16][O:17][CH3:18])=[CH:12][N:13]=1. The catalyst class is: 8. (3) Reactant: C(S[C:5]1[N:6]([C:17]2[CH:22]=[CH:21][C:20]([O:23][CH2:24][C:25]([F:28])([F:27])[F:26])=[CH:19][CH:18]=2)[C:7](=[O:16])[C:8]2[CH:14]=[CH:13][NH:12][C:11](=[O:15])[C:9]=2[N:10]=1)CC.[O-:29][CH2:30][CH3:31].[Na+]. Product: [CH2:30]([O:29][C:5]1[N:6]([C:17]2[CH:22]=[CH:21][C:20]([O:23][CH2:24][C:25]([F:27])([F:28])[F:26])=[CH:19][CH:18]=2)[C:7](=[O:16])[C:8]2[CH:14]=[CH:13][NH:12][C:11](=[O:15])[C:9]=2[N:10]=1)[CH3:31]. The catalyst class is: 391. (4) Reactant: [CH2:1]([N:13]1[CH:17]=[CH:16][N:15]=[CH:14]1)[CH2:2][CH2:3][CH2:4][CH2:5][CH2:6][CH2:7][CH2:8][CH2:9][CH2:10][CH2:11][CH3:12].[CH3:18][O:19][C:20](=[O:25])[C:21]([O:23]C)=[O:22]. Product: [CH2:1]([N+:13]1[CH:17]=[CH:16][N:15]([CH3:18])[CH:14]=1)[CH2:2][CH2:3][CH2:4][CH2:5][CH2:6][CH2:7][CH2:8][CH2:9][CH2:10][CH2:11][CH3:12].[CH3:18][O:19][C:20](=[O:25])[C:21]([O-:23])=[O:22]. The catalyst class is: 10. (5) Reactant: [Cl:1][C:2]1[CH:3]=[C:4]2[C:8](=[CH:9][CH:10]=1)[NH:7][C:6](=[O:11])[C:5]2=[O:12].CN(C)C=O.Br[CH2:19][C:20]([O:22][CH3:23])=[O:21]. Product: [Cl:1][C:2]1[CH:3]=[C:4]2[C:8](=[CH:9][CH:10]=1)[N:7]([CH2:19][C:20]([O:22][CH3:23])=[O:21])[C:6](=[O:11])[C:5]2=[O:12]. The catalyst class is: 6. (6) Reactant: C([N:8]1[CH2:14][CH2:13][CH:12]([OH:15])[C:11]([NH:17][C:18](=[O:23])[C:19]([F:22])([F:21])[F:20])([CH3:16])[CH2:10][CH2:9]1)C1C=CC=CC=1.Cl. Product: [F:22][C:19]([F:20])([F:21])[C:18]([NH:17][C:11]1([CH3:16])[CH:12]([OH:15])[CH2:13][CH2:14][NH:8][CH2:9][CH2:10]1)=[O:23]. The catalyst class is: 105. (7) Reactant: F[C:2](F)(F)[C:3]([N:5]1[CH2:14][CH2:13][C:12]2[C:7](=[CH:8][C:9]([S:15](Cl)(=[O:17])=[O:16])=[CH:10][CH:11]=2)[CH2:6]1)=O.[NH2:21][CH2:22][CH2:23][CH:24]1[CH2:28][CH2:27][CH2:26][N:25]1[CH3:29]. Product: [CH:2]1([CH2:3][N:5]2[CH2:14][CH2:13][C:12]3[C:7](=[CH:8][C:9]([S:15]([NH:21][CH2:22][CH2:23][C@@H:24]4[CH2:28][CH2:27][CH2:26][N:25]4[CH3:29])(=[O:17])=[O:16])=[CH:10][CH:11]=3)[CH2:6]2)[CH2:11][CH2:12][CH2:7][CH2:8][CH2:9]1. The catalyst class is: 240.